From a dataset of Reaction yield outcomes from USPTO patents with 853,638 reactions. Predict the reaction yield, written as a fraction of the theoretical maximum amount of product (1.0 means a 100% yield; for example, 0.34 means a 34% yield). (1) The reactants are Br[C:2]1[C:11]2[C:6](=[CH:7][CH:8]=[CH:9][CH:10]=2)[C:5]([C:12]2[CH:17]=[CH:16][C:15]([Cl:18])=[CH:14][CH:13]=2)=[C:4]([CH:19]([O:25][C:26]([CH3:29])([CH3:28])[CH3:27])[C:20]([O:22]CC)=[O:21])[C:3]=1[CH3:30].[CH3:31][N:32]([CH2:34][C:35]#[CH:36])[CH3:33].C1COCC1.CCO. The catalyst is Cl[Pd](Cl)([P](C1C=CC=CC=1)(C1C=CC=CC=1)C1C=CC=CC=1)[P](C1C=CC=CC=1)(C1C=CC=CC=1)C1C=CC=CC=1.[Cu]I.O. The product is [C:26]([O:25][CH:19]([C:4]1[C:3]([CH3:30])=[C:2]([C:36]#[C:35][CH2:34][N:32]([CH3:33])[CH3:31])[C:11]2[C:6](=[CH:7][CH:8]=[CH:9][CH:10]=2)[C:5]=1[C:12]1[CH:17]=[CH:16][C:15]([Cl:18])=[CH:14][CH:13]=1)[C:20]([OH:22])=[O:21])([CH3:29])([CH3:27])[CH3:28]. The yield is 0.150. (2) The reactants are [Br:1][C:2]1[CH:3]=[C:4]([NH2:9])[C:5]([CH3:8])=[N:6][CH:7]=1.C(N(C(C)C)CC)(C)C.[CH3:19][S:20](Cl)(=[O:22])=[O:21].[OH-].[Na+]. The catalyst is ClCCl.O. The product is [Br:1][C:2]1[CH:3]=[C:4]([NH:9][S:20]([CH3:19])(=[O:22])=[O:21])[C:5]([CH3:8])=[N:6][CH:7]=1. The yield is 0.420. (3) The reactants are Cl[C:2]1[C:3]2[CH:20]=[CH:19][N:18]([CH2:21][CH3:22])[C:4]=2[N:5]=[C:6]([S:8]([C:11]2[CH:16]=[CH:15][C:14]([F:17])=[CH:13][CH:12]=2)(=[O:10])=[O:9])[N:7]=1.[NH2:23][C:24]1[CH:28]=[CH:27][NH:26][N:25]=1.[I-].[Na+].CCN(C(C)C)C(C)C. The catalyst is CN(C=O)C. The product is [CH2:21]([N:18]1[C:4]2[N:5]=[C:6]([S:8]([C:11]3[CH:12]=[CH:13][C:14]([F:17])=[CH:15][CH:16]=3)(=[O:10])=[O:9])[N:7]=[C:2]([NH:23][C:24]3[CH:28]=[CH:27][NH:26][N:25]=3)[C:3]=2[CH:20]=[CH:19]1)[CH3:22]. The yield is 0.0500. (4) The reactants are [CH:1]1([C:4]2[C:5]([NH:24][S:25]([CH3:28])(=[O:27])=[O:26])=[CH:6][C:7]3[O:11][C:10]([C:12]4[CH:17]=[CH:16][C:15]([F:18])=[CH:14][CH:13]=4)=[C:9]([C:19]([NH:21][CH3:22])=[O:20])[C:8]=3[CH:23]=2)[CH2:3][CH2:2]1.F[C:30]1[CH:31]=[CH:32][C:33]([N+:40]([O-:42])=[O:41])=[C:34]([CH:39]=1)[C:35]([O:37][CH3:38])=[O:36].C(=O)([O-])[O-].[Na+].[Na+]. The catalyst is CN(C=O)C.CCOC(C)=O. The product is [CH:1]1([C:4]2[C:5]([N:24]([C:30]3[CH:31]=[CH:32][C:33]([N+:40]([O-:42])=[O:41])=[C:34]([CH:39]=3)[C:35]([O:37][CH3:38])=[O:36])[S:25]([CH3:28])(=[O:27])=[O:26])=[CH:6][C:7]3[O:11][C:10]([C:12]4[CH:17]=[CH:16][C:15]([F:18])=[CH:14][CH:13]=4)=[C:9]([C:19](=[O:20])[NH:21][CH3:22])[C:8]=3[CH:23]=2)[CH2:3][CH2:2]1. The yield is 0.830. (5) The reactants are F[C:2]1[CH:12]=[CH:11][C:5]([C:6]([O:8][CH2:9][CH3:10])=[O:7])=[CH:4][CH:3]=1.[NH:13]1[CH2:19][CH2:18][CH2:17][NH:16][CH2:15][CH2:14]1. The catalyst is CS(C)=O. The product is [N:13]1([C:2]2[CH:12]=[CH:11][C:5]([C:6]([O:8][CH2:9][CH3:10])=[O:7])=[CH:4][CH:3]=2)[CH2:19][CH2:18][CH2:17][NH:16][CH2:15][CH2:14]1. The yield is 0.940. (6) The reactants are [CH3:1][O:2][C:3]1[CH:8]=[C:7]([N+:9]([O-])=O)[CH:6]=[CH:5][C:4]=1[N:12]1[CH:16]=[C:15]([CH3:17])[N:14]=[CH:13]1. The catalyst is C(O)C.[Pd]. The product is [CH3:1][O:2][C:3]1[CH:8]=[C:7]([NH2:9])[CH:6]=[CH:5][C:4]=1[N:12]1[CH:16]=[C:15]([CH3:17])[N:14]=[CH:13]1. The yield is 0.780. (7) No catalyst specified. The reactants are [N:1]1([C:10]2[S:14][C:13]([C:15]([O:17]C)=O)=[C:12]([O:19][CH2:20][C:21]3[CH:26]=[CH:25][CH:24]=[C:23]([O:27][CH3:28])[CH:22]=3)[CH:11]=2)[C:5]2[CH:6]=[CH:7][CH:8]=[CH:9][C:4]=2[N:3]=[CH:2]1.[NH3:29]. The yield is 0.300. The product is [N:1]1([C:10]2[S:14][C:13]([C:15]([NH2:29])=[O:17])=[C:12]([O:19][CH2:20][C:21]3[CH:26]=[CH:25][CH:24]=[C:23]([O:27][CH3:28])[CH:22]=3)[CH:11]=2)[C:5]2[CH:6]=[CH:7][CH:8]=[CH:9][C:4]=2[N:3]=[CH:2]1. (8) The reactants are [CH2:1]([O:3][C:4]1[CH:9]=[CH:8][C:7]([CH:10]2[CH2:15][CH2:14][CH:13]([CH:16]3[CH2:21][CH2:20][CH:19]([CH2:22][CH2:23][CH3:24])[CH2:18][CH2:17]3)[O:12][CH:11]2O)=[C:6]([F:26])[C:5]=1[F:27])[CH3:2].O.C1(C)C=CC(S([O-])(=O)=O)=CC=1.[Na+].C(=O)(O)[O-].[Na+]. The catalyst is C1(C)C=CC=CC=1. The product is [CH2:1]([O:3][C:4]1[CH:9]=[CH:8][C:7]([C:10]2[CH2:15][CH2:14][CH:13]([CH:16]3[CH2:21][CH2:20][CH:19]([CH2:22][CH2:23][CH3:24])[CH2:18][CH2:17]3)[O:12][CH:11]=2)=[C:6]([F:26])[C:5]=1[F:27])[CH3:2]. The yield is 0.480. (9) The reactants are [Br:1][C:2]1[CH:10]=[C:9]([CH3:11])[C:5]([C:6]([OH:8])=[O:7])=[C:4]([CH3:12])[CH:3]=1.[C:13]([O-])([O-])=O.[K+].[K+].CI. The catalyst is CC(C)=O. The product is [CH3:13][O:7][C:6](=[O:8])[C:5]1[C:9]([CH3:11])=[CH:10][C:2]([Br:1])=[CH:3][C:4]=1[CH3:12]. The yield is 0.800. (10) The reactants are Br[C:2]1[C:3]([F:19])=[CH:4][C:5]2[O:11][CH2:10][CH2:9][N:8]3[CH:12]=[C:13]([C:15]([NH2:17])=[O:16])[N:14]=[C:7]3[C:6]=2[CH:18]=1.[CH3:20][C:21]1([C:24]([OH:28])([C:26]#[CH:27])[CH3:25])[CH2:23][CH2:22]1. No catalyst specified. The product is [F:19][C:3]1[C:2]([C:27]#[C:26][C:24]([OH:28])([C:21]2([CH3:20])[CH2:23][CH2:22]2)[CH3:25])=[CH:18][C:6]2[C:7]3[N:8]([CH:12]=[C:13]([C:15]([NH2:17])=[O:16])[N:14]=3)[CH2:9][CH2:10][O:11][C:5]=2[CH:4]=1. The yield is 0.0800.